Task: Predict the reactants needed to synthesize the given product.. Dataset: Full USPTO retrosynthesis dataset with 1.9M reactions from patents (1976-2016) Given the product [Cl:12][C:13]1[CH:18]=[CH:17][C:16]([C:9](=[O:11])[CH2:8][C:5]2[CH:4]=[CH:3][C:2]([Cl:1])=[CH:7][CH:6]=2)=[CH:15][CH:14]=1, predict the reactants needed to synthesize it. The reactants are: [Cl:1][C:2]1[CH:7]=[CH:6][C:5]([CH2:8][C:9]([OH:11])=O)=[CH:4][CH:3]=1.[Cl:12][C:13]1[CH:18]=[CH:17][CH:16]=[CH:15][CH:14]=1.